This data is from NCI-60 drug combinations with 297,098 pairs across 59 cell lines. The task is: Regression. Given two drug SMILES strings and cell line genomic features, predict the synergy score measuring deviation from expected non-interaction effect. (1) Drug 1: C1CC(C1)(C(=O)O)C(=O)O.[NH2-].[NH2-].[Pt+2]. Drug 2: C1=CN(C=N1)CC(O)(P(=O)(O)O)P(=O)(O)O. Cell line: LOX IMVI. Synergy scores: CSS=8.84, Synergy_ZIP=-3.42, Synergy_Bliss=1.67, Synergy_Loewe=-3.37, Synergy_HSA=-1.79. (2) Synergy scores: CSS=-1.16, Synergy_ZIP=1.97, Synergy_Bliss=2.12, Synergy_Loewe=0.997, Synergy_HSA=-0.889. Cell line: M14. Drug 2: CC1=C(C(CCC1)(C)C)C=CC(=CC=CC(=CC(=O)O)C)C. Drug 1: CC1=CC2C(CCC3(C2CCC3(C(=O)C)OC(=O)C)C)C4(C1=CC(=O)CC4)C. (3) Drug 1: CS(=O)(=O)CCNCC1=CC=C(O1)C2=CC3=C(C=C2)N=CN=C3NC4=CC(=C(C=C4)OCC5=CC(=CC=C5)F)Cl. Drug 2: C1C(C(OC1N2C=NC(=NC2=O)N)CO)O. Cell line: A549. Synergy scores: CSS=7.12, Synergy_ZIP=-0.725, Synergy_Bliss=3.32, Synergy_Loewe=-1.20, Synergy_HSA=-0.213. (4) Drug 1: CC1=C(C(CCC1)(C)C)C=CC(=CC=CC(=CC(=O)O)C)C. Drug 2: CC1C(C(CC(O1)OC2CC(CC3=C2C(=C4C(=C3O)C(=O)C5=C(C4=O)C(=CC=C5)OC)O)(C(=O)CO)O)N)O.Cl. Cell line: SF-268. Synergy scores: CSS=23.1, Synergy_ZIP=-1.96, Synergy_Bliss=-0.740, Synergy_Loewe=-14.2, Synergy_HSA=0.375. (5) Drug 1: CN(CCCl)CCCl.Cl. Drug 2: CC(C)CN1C=NC2=C1C3=CC=CC=C3N=C2N. Cell line: HS 578T. Synergy scores: CSS=2.62, Synergy_ZIP=-0.428, Synergy_Bliss=3.44, Synergy_Loewe=0.0128, Synergy_HSA=0.446. (6) Drug 1: COC1=CC(=CC(=C1O)OC)C2C3C(COC3=O)C(C4=CC5=C(C=C24)OCO5)OC6C(C(C7C(O6)COC(O7)C8=CC=CS8)O)O. Drug 2: C1=NC2=C(N1)C(=S)N=CN2. Cell line: K-562. Synergy scores: CSS=51.2, Synergy_ZIP=-4.01, Synergy_Bliss=-9.37, Synergy_Loewe=-12.0, Synergy_HSA=-6.19.